This data is from Forward reaction prediction with 1.9M reactions from USPTO patents (1976-2016). The task is: Predict the product of the given reaction. (1) Given the reactants [OH:1][CH:2]([C:27]1[N:32]=[C:31]2[CH2:33][O:34]C(C3C=CC=CC=3)[O:36][C:30]2=[CH:29][CH:28]=1)[CH2:3][NH:4][CH2:5][CH2:6][C:7]1[CH:26]=[CH:25][C:10]([O:11][CH2:12][CH2:13][O:14][CH2:15][C:16]2[CH:17]=[C:18]([CH:22]=[CH:23][CH:24]=2)[C:19]([NH2:21])=[O:20])=[CH:9][CH:8]=1, predict the reaction product. The product is: [OH:1][CH:2]([C:27]1[CH:28]=[CH:29][C:30]([OH:36])=[C:31]([CH2:33][OH:34])[N:32]=1)[CH2:3][NH:4][CH2:5][CH2:6][C:7]1[CH:26]=[CH:25][C:10]([O:11][CH2:12][CH2:13][O:14][CH2:15][C:16]2[CH:17]=[C:18]([CH:22]=[CH:23][CH:24]=2)[C:19]([NH2:21])=[O:20])=[CH:9][CH:8]=1. (2) Given the reactants [CH:1]1([C:4]2[N:5]=[CH:6][N:7]([C:9]3[C:24]([CH3:25])=[C:14]4[C:15]5[C:20]([CH2:21][CH2:22][N:13]4[C:12](=[O:26])[CH2:11][N:10]=3)=[C:19](I)[CH:18]=[CH:17][CH:16]=5)[CH:8]=2)[CH2:3][CH2:2]1.[CH3:27][C:28]1[CH:32]=[C:31]([Sn](CCCC)(CCCC)CCCC)[O:30][N:29]=1, predict the reaction product. The product is: [CH:1]1([C:4]2[N:5]=[CH:6][N:7]([C:9]3[C:24]([CH3:25])=[C:14]4[C:15]5[C:20]([CH2:21][CH2:22][N:13]4[C:12](=[O:26])[CH2:11][N:10]=3)=[C:19]([C:31]3[O:30][N:29]=[C:28]([CH3:27])[CH:32]=3)[CH:18]=[CH:17][CH:16]=5)[CH:8]=2)[CH2:3][CH2:2]1. (3) Given the reactants [C:1]([NH:5][CH2:6][CH2:7][CH2:8][C:9]1[CH:14]=[CH:13][C:12]([C:15]([C:17]2[N:25]3[C:20]([CH:21]=[C:22]([C:26](O)=[O:27])[CH:23]=[CH:24]3)=[CH:19][C:18]=2[CH2:29][CH3:30])=[O:16])=[CH:11][CH:10]=1)([CH3:4])([CH3:3])[CH3:2].[ClH:31].[CH3:32][N:33]1[N:37]=[N:36][C:35]([CH2:38][NH:39][CH2:40][CH3:41])=[N:34]1, predict the reaction product. The product is: [ClH:31].[C:1]([NH:5][CH2:6][CH2:7][CH2:8][C:9]1[CH:10]=[CH:11][C:12]([C:15]([C:17]2[N:25]3[C:20]([CH:21]=[C:22]([C:26]([N:39]([CH2:40][CH3:41])[CH2:38][C:35]4[N:36]=[N:37][N:33]([CH3:32])[N:34]=4)=[O:27])[CH:23]=[CH:24]3)=[CH:19][C:18]=2[CH2:29][CH3:30])=[O:16])=[CH:13][CH:14]=1)([CH3:4])([CH3:3])[CH3:2]. (4) The product is: [F:26][C:27]([F:32])([F:31])[C:28]([OH:30])=[O:29].[CH3:3][CH:2]([O:4][CH2:5][CH2:6][O:7][C:8]1[N:16]=[C:15]2[C:11]([N:12]=[C:13]([O:23][CH3:24])[NH:14]2)=[C:10]([NH2:25])[N:9]=1)[CH3:1]. Given the reactants [CH3:1][CH:2]([O:4][CH2:5][CH2:6][O:7][C:8]1[N:16]=[C:15]2[C:11]([N:12]=[C:13]([O:23][CH3:24])[N:14]2C2CCCCO2)=[C:10]([NH2:25])[N:9]=1)[CH3:3].[F:26][C:27]([F:32])([F:31])[C:28]([OH:30])=[O:29], predict the reaction product. (5) Given the reactants Br[C:2]1[N:3]=[C:4]([Si](C)(C)C)[S:5][CH:6]=1.[Li]CCCC.[Cl:16][C:17]1[CH:24]=[CH:23][C:20]([CH:21]=[O:22])=[C:19]([O:25][CH3:26])[CH:18]=1.Cl.C([O-])([O-])=O.[Na+].[Na+], predict the reaction product. The product is: [Cl:16][C:17]1[CH:24]=[CH:23][C:20]([CH:21]([C:6]2[S:5][CH:4]=[N:3][CH:2]=2)[OH:22])=[C:19]([O:25][CH3:26])[CH:18]=1. (6) The product is: [NH2:1][C:2]1[C:7]([NH2:8])=[CH:6][CH:5]=[C:4]([CH3:11])[N:3]=1. Given the reactants [NH2:1][C:2]1[C:7]([N+:8]([O-])=O)=[CH:6][CH:5]=[C:4]([CH3:11])[N:3]=1, predict the reaction product. (7) Given the reactants [C:1]([O-:4])(=O)[CH3:2].C([O-])(=O)C.C([O-])(=O)C.C([O-])(=O)C.[Pb+4].[Cl:18][C:19]1[CH:24]=[CH:23][C:22]([F:25])=[C:21](C=C)[C:20]=1[F:28].O, predict the reaction product. The product is: [Cl:18][C:19]1[C:20]([F:28])=[C:21]([CH2:2][CH:1]=[O:4])[C:22]([F:25])=[CH:23][CH:24]=1. (8) Given the reactants [OH:1][CH2:2][C:3]1([C:6]2[N:24]=[C:9]3[C:10]([O:22][CH3:23])=[CH:11][CH:12]=[C:13]([C:14]4[CH:15]=[C:16]([CH:19]=[CH:20][CH:21]=4)[C:17]#[N:18])[N:8]3[N:7]=2)[CH2:5][CH2:4]1.[H-].[Na+].[CH2:27](Br)[C:28]1[CH:33]=[CH:32][CH:31]=[CH:30][CH:29]=1.C([O-])(O)=O.[Na+], predict the reaction product. The product is: [CH2:27]([O:1][CH2:2][C:3]1([C:6]2[N:24]=[C:9]3[C:10]([O:22][CH3:23])=[CH:11][CH:12]=[C:13]([C:14]4[CH:15]=[C:16]([CH:19]=[CH:20][CH:21]=4)[C:17]#[N:18])[N:8]3[N:7]=2)[CH2:5][CH2:4]1)[C:28]1[CH:33]=[CH:32][CH:31]=[CH:30][CH:29]=1. (9) Given the reactants [I:1][C:2]1[CH:11]=[CH:10][C:9]([I:12])=[CH:8][C:3]=1[O:4][CH2:5][C:6]#[N:7].C(O[CH:18]([N:22]([CH3:24])C)[N:19](C)C)(C)(C)C.Cl.NC1C=CC=CC=1.Cl.[NH2:34]C(N)=N.[O:38]([CH3:40])[Na].CO, predict the reaction product. The product is: [I:1][C:2]1[CH:11]=[C:10]([O:38][CH3:40])[C:9]([I:12])=[CH:8][C:3]=1[O:4][C:5]1[C:18]([NH2:19])=[N:22][C:24]([NH2:34])=[N:7][CH:6]=1.